This data is from Catalyst prediction with 721,799 reactions and 888 catalyst types from USPTO. The task is: Predict which catalyst facilitates the given reaction. (1) Reactant: Cl[C:2]1[CH:7]=[CH:6][C:5]([C:8]([C:10]2[N:14]([CH3:15])[CH:13]=[N:12][CH:11]=2)=[O:9])=[CH:4][N:3]=1.Cl.[CH3:17][NH:18][CH3:19].CCN(CC)CC. The catalyst class is: 5. Product: [CH3:17][N:18]([CH3:19])[C:2]1[CH:7]=[CH:6][C:5]([C:8]([C:10]2[N:14]([CH3:15])[CH:13]=[N:12][CH:11]=2)=[O:9])=[CH:4][N:3]=1. (2) Reactant: [O:1]=[C:2]([C:13]1[S:20][C:19]([CH3:21])=[C:18]2[C:14]=1[CH2:15][C@H:16]1[C:22]([CH3:24])([CH3:23])[C@H:17]12)[CH:3]=[CH:4][C:5]1[CH:12]=[CH:11][C:8]([CH:9]=O)=[CH:7][CH:6]=1.[NH:25]1[CH2:28][CH:27]([C:29]([OH:31])=[O:30])[CH2:26]1.CO. Product: [O:1]=[C:2]([C:13]1[S:20][C:19]([CH3:21])=[C:18]2[C:14]=1[CH2:15][C@H:16]1[C:22]([CH3:24])([CH3:23])[C@H:17]12)[CH2:3][CH2:4][C:5]1[CH:6]=[CH:7][C:8]([CH2:9][N:25]2[CH2:28][CH:27]([C:29]([OH:31])=[O:30])[CH2:26]2)=[CH:11][CH:12]=1. The catalyst class is: 47. (3) Reactant: [Cl:1][C:2]1[CH:3]=[C:4]([CH3:12])[C:5]2[N:6]([N:8]=[C:9]([NH2:11])[N:10]=2)[CH:7]=1.Br[C:14]1[CH:19]=[CH:18][C:17]([N:20]2[CH:24]=[C:23]([CH3:25])[N:22]=[CH:21]2)=[C:16]([O:26][CH3:27])[CH:15]=1.C(Cl)Cl. Product: [Cl:1][C:2]1[CH:3]=[C:4]([CH3:12])[C:5]2[N:6]([N:8]=[C:9]([NH:11][C:14]3[CH:19]=[CH:18][C:17]([N:20]4[CH:24]=[C:23]([CH3:25])[N:22]=[CH:21]4)=[C:16]([O:26][CH3:27])[CH:15]=3)[N:10]=2)[CH:7]=1. The catalyst class is: 61.